Dataset: Full USPTO retrosynthesis dataset with 1.9M reactions from patents (1976-2016). Task: Predict the reactants needed to synthesize the given product. (1) Given the product [OH:6][NH:5][C:3](=[O:4])[C@:2]([CH3:1])([S:34]([CH3:37])(=[O:36])=[O:35])[CH2:13][CH2:14][N:15]1[CH:20]=[CH:19][C:18]([C:21]2[CH:22]=[CH:23][C:24]([CH:27]3[CH2:28][CH2:29][O:30][CH2:31][CH2:32]3)=[CH:25][CH:26]=2)=[CH:17][C:16]1=[O:33], predict the reactants needed to synthesize it. The reactants are: [CH3:1][C@@:2]([S:34]([CH3:37])(=[O:36])=[O:35])([CH2:13][CH2:14][N:15]1[CH:20]=[CH:19][C:18]([C:21]2[CH:26]=[CH:25][C:24]([CH:27]3[CH2:32][CH2:31][O:30][CH2:29][CH2:28]3)=[CH:23][CH:22]=2)=[CH:17][C:16]1=[O:33])[C:3]([NH:5][O:6]C1CCCCO1)=[O:4].Cl. (2) Given the product [C:15]1([C@H:21]([NH2:23])[CH3:22])[CH:20]=[CH:19][CH:18]=[CH:17][CH:16]=1.[OH:1][C:2]1[CH:14]=[CH:13][C:5]2[C:6]([CH2:9][C:10]([OH:12])=[O:11])=[CH:7][O:8][C:4]=2[CH:3]=1, predict the reactants needed to synthesize it. The reactants are: [OH:1][C:2]1[CH:14]=[CH:13][C:5]2[C:6]([CH2:9][C:10]([OH:12])=[O:11])=[CH:7][O:8][C:4]=2[CH:3]=1.[C:15]1([C@H:21]([NH2:23])[CH3:22])[CH:20]=[CH:19][CH:18]=[CH:17][CH:16]=1.C(OC(C)C)(C)C. (3) The reactants are: [CH3:1][O:2][C:3]1[CH:8]=[CH:7][C:6](B(O)O)=[CH:5][CH:4]=1.[NH:12]1[CH:16]=[CH:15][CH:14]=[N:13]1. Given the product [CH3:1][O:2][C:3]1[CH:8]=[CH:7][C:6]([N:12]2[CH:16]=[CH:15][CH:14]=[N:13]2)=[CH:5][CH:4]=1, predict the reactants needed to synthesize it. (4) Given the product [CH2:14]([N:3]([CH2:1][CH3:2])[CH2:4][CH2:5][O:6][C:7]1[CH:8]=[CH:9][C:10]([NH:13][CH:17]=[C:18]2[C:26]3[C:21](=[CH:22][CH:23]=[CH:24][CH:25]=3)[NH:20][C:19]2=[O:27])=[CH:11][CH:12]=1)[CH3:15], predict the reactants needed to synthesize it. The reactants are: [CH2:1]([N:3]([CH2:14][CH3:15])[CH2:4][CH2:5][O:6][C:7]1[CH:12]=[CH:11][C:10]([NH2:13])=[CH:9][CH:8]=1)[CH3:2].O[CH:17]=[C:18]1[C:26]2[C:21](=[CH:22][CH:23]=[CH:24][CH:25]=2)[NH:20][C:19]1=[O:27]. (5) Given the product [F:1][C:2]1[CH:7]=[C:6]([CH:8]=[CH:13][N+:10]([O-:12])=[O:11])[CH:5]=[CH:4][N:3]=1, predict the reactants needed to synthesize it. The reactants are: [F:1][C:2]1[CH:7]=[C:6]([CH:8]=O)[CH:5]=[CH:4][N:3]=1.[N+:10]([CH3:13])([O-:12])=[O:11].C(N(CC)CC)C.CS(Cl)(=O)=O. (6) Given the product [F:48][C:47]([F:50])([F:49])[C:45]([OH:51])=[O:46].[NH2:25][C@H:23]([CH3:24])[C:22]([NH:21][C@@H:19]([CH3:20])[C@H:18]([O:17][C:13]1[CH:12]=[C:11]2[C:16](=[CH:15][CH:14]=1)[N:8]([C:5]1[CH:4]=[CH:3][C:2]([F:1])=[CH:7][CH:6]=1)[N:9]=[CH:10]2)[C:34]1[CH:39]=[CH:38][CH:37]=[C:36]([O:40][CH3:41])[CH:35]=1)=[O:33], predict the reactants needed to synthesize it. The reactants are: [F:1][C:2]1[CH:7]=[CH:6][C:5]([N:8]2[C:16]3[C:11](=[CH:12][C:13]([O:17][C@H:18]([C:34]4[CH:39]=[CH:38][CH:37]=[C:36]([O:40][CH3:41])[CH:35]=4)[C@@H:19]([NH:21][C:22](=[O:33])[C@H:23]([NH:25]C(=O)OC(C)(C)C)[CH3:24])[CH3:20])=[CH:14][CH:15]=3)[CH:10]=[N:9]2)=[CH:4][CH:3]=1.C(Cl)Cl.[C:45]([OH:51])([C:47]([F:50])([F:49])[F:48])=[O:46]. (7) Given the product [NH2:36][CH2:35][C:34]1[CH:44]=[CH:45][C:31]([NH:30][C:28]([CH:9]2[CH:8]([C:4]3[CH:5]=[CH:6][CH:7]=[C:2]([Cl:1])[C:3]=3[F:46])[C:12]([C:15]3[CH:20]=[CH:19][C:18]([Cl:21])=[CH:17][C:16]=3[F:22])([C:13]#[N:14])[CH:11]([CH2:23][C:24]([CH3:27])([CH3:26])[CH3:25])[NH:10]2)=[O:29])=[CH:32][CH:33]=1, predict the reactants needed to synthesize it. The reactants are: [Cl:1][C:2]1[C:3]([F:46])=[C:4]([C@@H:8]2[C@:12]([C:15]3[CH:20]=[CH:19][C:18]([Cl:21])=[CH:17][C:16]=3[F:22])([C:13]#[N:14])[C@H:11]([CH2:23][C:24]([CH3:27])([CH3:26])[CH3:25])[NH:10][C@H:9]2[C:28]([NH:30][C:31]2[CH:45]=[CH:44][C:34]([CH2:35][NH:36]C(=O)OC(C)(C)C)=[CH:33][CH:32]=2)=[O:29])[CH:5]=[CH:6][CH:7]=1.FC(F)(F)C(O)=O. (8) Given the product [CH:13]1([N:19]([CH2:35][CH:36]([O:39][CH3:40])[O:37][CH3:38])[C:20](=[O:34])[CH2:21][CH2:22][O:23][CH2:24][CH2:25][C:26]2[CH:31]=[CH:30][CH:29]=[C:28]([C:32]3[N:3]([CH2:4][CH3:5])[CH:1]=[CH:2][N:12]=3)[CH:27]=2)[CH2:18][CH2:17][CH2:16][CH2:15][CH2:14]1, predict the reactants needed to synthesize it. The reactants are: [CH2:1]([NH2:3])[CH3:2].[CH:4](=O)[CH:5]=O.C([O-])(=O)C.[NH4+:12].[CH:13]1([N:19]([CH2:35][CH:36]([O:39][CH3:40])[O:37][CH3:38])[C:20](=[O:34])[CH2:21][CH2:22][O:23][CH2:24][CH2:25][C:26]2[CH:31]=[CH:30][CH:29]=[C:28]([CH:32]=O)[CH:27]=2)[CH2:18][CH2:17][CH2:16][CH2:15][CH2:14]1. (9) Given the product [Si:28]([O:9][C@H:6]1[C@H:7]([CH3:8])[C@@H:2]([CH3:1])[O:3][C@@H:4]([C:10]2[CH:15]=[CH:14][N:13]=[CH:12][C:11]=2[N+:16]([O-:18])=[O:17])[CH2:5]1)([C:24]([CH3:27])([CH3:26])[CH3:25])([CH3:30])[CH3:29], predict the reactants needed to synthesize it. The reactants are: [CH3:1][CH:2]1[CH:7]([CH3:8])[CH:6]([OH:9])[CH2:5][CH:4]([C:10]2[CH:15]=[CH:14][N:13]=[CH:12][C:11]=2[N+:16]([O-:18])=[O:17])[O:3]1.N1C=CN=C1.[C:24]([Si:28](Cl)([CH3:30])[CH3:29])([CH3:27])([CH3:26])[CH3:25].O.